From a dataset of Forward reaction prediction with 1.9M reactions from USPTO patents (1976-2016). Predict the product of the given reaction. (1) Given the reactants [H-].[Na+].[CH2:3]([OH:7])[C:4]#[C:5][CH3:6].Cl[C:9]1[CH:14]=[C:13]([CH2:15][C:16]2[C:21]([F:22])=[CH:20][CH:19]=[C:18]([F:23])[C:17]=2[Cl:24])[N:12]=[CH:11][N:10]=1.[Cl-].[NH4+], predict the reaction product. The product is: [CH2:3]([O:7][C:9]1[CH:14]=[C:13]([CH2:15][C:16]2[C:21]([F:22])=[CH:20][CH:19]=[C:18]([F:23])[C:17]=2[Cl:24])[N:12]=[CH:11][N:10]=1)[C:4]#[C:5][CH3:6]. (2) Given the reactants [Cl:1][C:2]1[CH:7]=[CH:6][C:5]([C:8](=[N:35][OH:36])[NH:9][C:10](=O)[CH2:11][CH:12](CN2CCCC(C3C=CC=C(C(F)(F)F)C=3)C2)[C:13]([F:16])([F:15])[F:14])=[CH:4][CH:3]=1.[CH3:37][N:38]([CH:40]=O)[CH3:39].[CH3:42][CH2:43][CH2:44][CH2:45][CH2:46][CH3:47], predict the reaction product. The product is: [ClH:1].[Cl:1][C:2]1[CH:3]=[CH:4][C:5]([C:8]2[N:9]=[C:10]([CH2:11][CH:12]([C:13]([F:14])([F:15])[F:16])[CH2:40][N:38]3[CH2:37][CH2:42][CH2:43][CH:44]([C:45]4[CH:7]=[CH:2][CH:3]=[C:47]([C:13]([F:16])([F:15])[F:14])[CH:46]=4)[CH2:39]3)[O:36][N:35]=2)=[CH:6][CH:7]=1. (3) Given the reactants [CH2:1]([NH:8][C:9]1[C:14]([C:15]([N:17]2[C:25]3[C:20](=[CH:21][C:22]([Cl:26])=[CH:23][CH:24]=3)[CH2:19][CH2:18]2)=[O:16])=[CH:13][CH:12]=[CH:11][N:10]=1)[C:2]1C=CC=C[CH:3]=1.C(N)C1C=CC=CC=1.C(N)C#C, predict the reaction product. The product is: [Cl:26][C:22]1[CH:21]=[C:20]2[C:25](=[CH:24][CH:23]=1)[N:17]([C:15]([C:14]1[C:9]([NH:8][CH2:1][C:2]#[CH:3])=[N:10][CH:11]=[CH:12][CH:13]=1)=[O:16])[CH2:18][CH2:19]2. (4) Given the reactants [NH2:1][C:2]1[CH:7]=[CH:6][CH:5]=[C:4]([C:8]([OH:10])=[O:9])[N:3]=1.S(Cl)(Cl)=O.[CH2:15](O)[CH3:16], predict the reaction product. The product is: [NH2:1][C:2]1[N:3]=[C:4]([C:8]([O:10][CH2:15][CH3:16])=[O:9])[CH:5]=[CH:6][CH:7]=1. (5) The product is: [ClH:30].[CH3:1][N:2]([CH2:3][C:4]1[CH:13]=[CH:12][CH:11]=[C:10]2[C:5]=1[CH:6]=[CH:7][CH:8]=[N:9]2)[C:44](=[O:45])/[CH:43]=[CH:42]/[C:37]1[CH:38]=[N:39][C:40]2[NH:41][C:32](=[O:31])[CH2:33][CH2:34][C:35]=2[CH:36]=1. Given the reactants [CH3:1][NH:2][CH2:3][C:4]1[CH:13]=[CH:12][CH:11]=[C:10]2[C:5]=1[CH:6]=[CH:7][CH:8]=[N:9]2.CNCC1C=CC2C(=CC=CC=2)C=1CCC.[ClH:30].[O:31]=[C:32]1[NH:41][C:40]2[N:39]=[CH:38][C:37](/[CH:42]=[CH:43]/[C:44](O)=[O:45])=[CH:36][C:35]=2[CH2:34][CH2:33]1.Cl.CN1CC2C=C(/C=C/C(O)=O)C=NC=2NC(=O)C1, predict the reaction product. (6) Given the reactants [Cl:1][C:2]1[CH:18]=[CH:17][C:5]2[CH2:6][CH2:7][N:8]([C:11](=[O:16])[C:12]([F:15])([F:14])[F:13])[CH2:9][CH2:10][C:4]=2[C:3]=1OS(C(F)(F)F)(=O)=O.[F:27][C:28]1[CH:33]=[CH:32][CH:31]=[CH:30][C:29]=1[CH:34]([NH2:36])[CH3:35], predict the reaction product. The product is: [Cl:1][C:2]1[CH:18]=[CH:17][C:5]2[CH2:6][CH2:7][N:8]([C:11](=[O:16])[C:12]([F:14])([F:15])[F:13])[CH2:9][CH2:10][C:4]=2[C:3]=1[NH:36][CH:34]([C:29]1[CH:30]=[CH:31][CH:32]=[CH:33][C:28]=1[F:27])[CH3:35]. (7) The product is: [CH3:21][S:22]([O:13][C@H:10]1[CH2:14][CH2:11][CH2:12][N:8]([C:6]([O:5][C:1]([CH3:2])([CH3:3])[CH3:4])=[O:7])[CH2:9]1)(=[O:24])=[O:23]. Given the reactants [C:1]([O:5][C:6]([N:8]1[CH2:12][CH2:11][C@H:10]([OH:13])[CH2:9]1)=[O:7])([CH3:4])([CH3:3])[CH3:2].[CH2:14](N(CC)CC)C.[CH3:21][S:22](Cl)(=[O:24])=[O:23], predict the reaction product. (8) Given the reactants [CH3:1][C:2]1[CH:3]=[CH:4][C:5]([NH2:8])=[CH:6][CH:7]=1.[CH3:9][C:10]1[CH:11]=[CH:12][C:13]([S:16](Cl)(=[O:18])=[O:17])=[N:14][CH:15]=1, predict the reaction product. The product is: [C:2]1([CH3:1])[CH:7]=[CH:6][C:5]([NH:8][S:16]([C:13]2[CH:12]=[CH:11][C:10]([CH3:9])=[CH:15][N:14]=2)(=[O:18])=[O:17])=[CH:4][CH:3]=1. (9) Given the reactants [CH3:1][Si:2]([CH3:11])([CH3:10])[C:3]1[CH:8]=[CH:7][C:6](Br)=[CH:5][CH:4]=1.[Li]CCCC.[C:17](=[O:19])=[O:18], predict the reaction product. The product is: [CH3:1][Si:2]([CH3:11])([CH3:10])[C:3]1[CH:8]=[CH:7][C:6]([C:17]([OH:19])=[O:18])=[CH:5][CH:4]=1.